This data is from Catalyst prediction with 721,799 reactions and 888 catalyst types from USPTO. The task is: Predict which catalyst facilitates the given reaction. (1) Reactant: [C:1]([O:4][CH2:5][C:6]1[C:7]([N:38]2[CH2:49][CH2:48][N:47]3[C:40](=[CH:41][C:42]4[CH2:43][C:44]([CH3:51])([CH3:50])[CH2:45][C:46]=43)[C:39]2=[O:52])=[N:8][CH:9]=[CH:10][C:11]=1[C:12]1[CH:17]=[C:16]([NH:18][C:19]2[CH:24]=[CH:23][CH:22]=[C:21]([O:25][CH2:26][CH2:27][NH:28]C(OC(C)(C)C)=O)[N:20]=2)[C:15](=[O:36])[N:14]([CH3:37])[CH:13]=1)(=[O:3])[CH3:2].Cl. Product: [C:1]([O:4][CH2:5][C:6]1[C:7]([N:38]2[CH2:49][CH2:48][N:47]3[C:40](=[CH:41][C:42]4[CH2:43][C:44]([CH3:51])([CH3:50])[CH2:45][C:46]=43)[C:39]2=[O:52])=[N:8][CH:9]=[CH:10][C:11]=1[C:12]1[CH:17]=[C:16]([NH:18][C:19]2[CH:24]=[CH:23][CH:22]=[C:21]([O:25][CH2:26][CH2:27][NH2:28])[N:20]=2)[C:15](=[O:36])[N:14]([CH3:37])[CH:13]=1)(=[O:3])[CH3:2]. The catalyst class is: 2. (2) Reactant: [N:1]1[C:9]([NH2:10])=[C:8]2[C:4]([NH:5][CH:6]=[N:7]2)=[N:3][CH:2]=1.O[CH:12]1[CH2:17][CH2:16][CH2:15][N:14]([C:18]([O:20][C:21]([CH3:24])([CH3:23])[CH3:22])=[O:19])[CH2:13]1.C1C=CC(P(C2C=CC=CC=2)C2C=CC=CC=2)=CC=1.CC(OC(/N=N/C(OC(C)C)=O)=O)C. Product: [NH2:10][C:9]1[N:1]=[CH:2][N:3]=[C:4]2[C:8]=1[N:7]=[CH:6][N:5]2[CH:16]1[CH2:17][CH2:12][CH2:13][N:14]([C:18]([O:20][C:21]([CH3:24])([CH3:23])[CH3:22])=[O:19])[CH2:15]1. The catalyst class is: 1. (3) Product: [Cl:1][C:10]1[C:11]([OH:13])=[N:12][C:7]([CH:4]2[CH2:5][CH2:6]2)=[N:8][C:9]=1[C:14]([OH:16])=[O:15]. Reactant: [Cl:1][O-].[Na+].[CH:4]1([C:7]2[N:12]=[C:11]([OH:13])[CH:10]=[C:9]([C:14]([OH:16])=[O:15])[N:8]=2)[CH2:6][CH2:5]1.S(S([O-])=O)([O-])(=O)=O.[Na+].[Na+].[OH-].[Na+]. The catalyst class is: 126. (4) Reactant: [F:1][C@H:2]1[C@@H:7]([NH:8][C:9](=[O:15])[O:10][C:11]([CH3:14])([CH3:13])[CH3:12])[CH2:6][CH2:5][NH:4][CH2:3]1.CO[C:18]1(O[Si](C)(C)C)[CH2:20][CH2:19]1.CC(O)=O.[BH3-]C#N.[Na+]. Product: [CH:18]1([N:4]2[CH2:5][CH2:6][C@H:7]([NH:8][C:9](=[O:15])[O:10][C:11]([CH3:12])([CH3:14])[CH3:13])[C@H:2]([F:1])[CH2:3]2)[CH2:20][CH2:19]1. The catalyst class is: 5.